This data is from Forward reaction prediction with 1.9M reactions from USPTO patents (1976-2016). The task is: Predict the product of the given reaction. (1) Given the reactants [F:1][C:2]1[CH:3]=[C:4]2[C:9](=[C:10]([O:13][CH3:14])[C:11]=1[F:12])[N:8]([CH2:15][C:16]([F:19])([F:18])[F:17])[CH:7]=[C:6]([C:20]([O:22]CC)=[O:21])[C:5]2=[O:25], predict the reaction product. The product is: [F:1][C:2]1[CH:3]=[C:4]2[C:9](=[C:10]([O:13][CH3:14])[C:11]=1[F:12])[N:8]([CH2:15][C:16]([F:19])([F:17])[F:18])[CH:7]=[C:6]([C:20]([OH:22])=[O:21])[C:5]2=[O:25]. (2) The product is: [C:1]1([O:7][C:8]2[CH:17]=[CH:16][C:11]([C:12]([OH:14])=[O:13])=[C:10]([C:18]([F:19])([F:20])[F:21])[CH:9]=2)[CH:2]=[CH:3][CH:4]=[CH:5][CH:6]=1. Given the reactants [C:1]1([O:7][C:8]2[CH:17]=[CH:16][C:11]([C:12]([O:14]C)=[O:13])=[C:10]([C:18]([F:21])([F:20])[F:19])[CH:9]=2)[CH:6]=[CH:5][CH:4]=[CH:3][CH:2]=1.[OH-].[Na+], predict the reaction product.